This data is from Forward reaction prediction with 1.9M reactions from USPTO patents (1976-2016). The task is: Predict the product of the given reaction. (1) Given the reactants [N:1]1[C:6]2[NH:7][C:8]3[C:13]([C:5]=2[C:4](=O)[NH:3][CH:2]=1)=[CH:12][CH:11]=[CH:10][CH:9]=3.P(Cl)(Cl)([Cl:17])=O, predict the reaction product. The product is: [Cl:17][C:4]1[C:5]2[C:13]3[C:8](=[CH:9][CH:10]=[CH:11][CH:12]=3)[NH:7][C:6]=2[N:1]=[CH:2][N:3]=1. (2) Given the reactants [C:1]([N:8]1[CH2:11][CH:10]([C:12]([OH:14])=O)[CH2:9]1)([O:3][C:4]([CH3:7])([CH3:6])[CH3:5])=[O:2].Cl.C[N:17](C)[CH2:18][CH2:19][CH2:20]N=C=NCC.O.ON1C2C=CC=CC=2N=N1.CCN(C(C)C)C(C)C.C(N)C#C, predict the reaction product. The product is: [C:4]([O:3][C:1]([N:8]1[CH2:9][CH:10]([C:12](=[O:14])[NH:17][CH2:18][C:19]#[CH:20])[CH2:11]1)=[O:2])([CH3:5])([CH3:6])[CH3:7]. (3) Given the reactants FC(F)(F)S(O[C:7]1[CH:16]=[CH:15][CH:14]=[C:13]2[C:8]=1[CH:9]=[CH:10][CH:11]=[N:12]2)(=O)=O.[CH:19]([O:21]CCCC)=[CH2:20].C(=O)([O-])[O-].[K+].[K+].C1(P(C2C=CC=CC=2)CCCP(C2C=CC=CC=2)C2C=CC=CC=2)C=CC=CC=1.Cl, predict the reaction product. The product is: [C:19]([C:7]1[CH:16]=[CH:15][CH:14]=[C:13]2[C:8]=1[CH:9]=[CH:10][CH:11]=[N:12]2)(=[O:21])[CH3:20]. (4) Given the reactants [S:1]1[C:5]2[CH:6]=[CH:7][CH:8]=[CH:9][C:4]=2[N:3]=[C:2]1[OH:10].[CH3:11][N:12]([C:16]1[CH:21]=[CH:20][CH:19]=[CH:18][CH:17]=1)[C:13](Cl)=[O:14], predict the reaction product. The product is: [S:1]1[C:5]2[CH:6]=[CH:7][CH:8]=[CH:9][C:4]=2[N:3]=[C:2]1[O:10][C:13](=[O:14])[N:12]([CH3:11])[C:16]1[CH:21]=[CH:20][CH:19]=[CH:18][CH:17]=1. (5) The product is: [Br:3][C:4]1[CH:5]=[C:6]([CH2:7][OH:8])[CH:9]=[CH:10][CH:11]=1. Given the reactants [BH4-].[Na+].[Br:3][C:4]1[CH:5]=[C:6]([CH:9]=[CH:10][CH:11]=1)[CH:7]=[O:8], predict the reaction product. (6) Given the reactants [CH3:1][N:2]1[CH2:8][CH2:7][CH2:6][N:5]([C:9]2[N:14]=[C:13]([C:15]3[CH:16]=[C:17]([CH:20]=[CH:21][CH:22]=3)[CH:18]=O)[CH:12]=[N:11][CH:10]=2)[CH2:4][CH2:3]1.[S:23]1[CH2:27][C:26](=[O:28])[NH:25][C:24]1=[O:29].N1CCCCC1.O, predict the reaction product. The product is: [CH3:1][N:2]1[CH2:8][CH2:7][CH2:6][N:5]([C:9]2[N:14]=[C:13]([C:15]3[CH:16]=[C:17]([CH:20]=[CH:21][CH:22]=3)[CH:18]=[C:27]3[S:23][C:24](=[O:29])[NH:25][C:26]3=[O:28])[CH:12]=[N:11][CH:10]=2)[CH2:4][CH2:3]1. (7) Given the reactants [CH2:1]([N:8]1[CH:12]=[C:11]([CH:13]=O)[C:10]([O:15][CH2:16][C:17]2[CH:22]=[CH:21][C:20]([O:23][CH2:24][C:25]3[N:26]=[C:27]([C:31]4[O:32][CH:33]=[CH:34][CH:35]=4)[O:28][C:29]=3[CH3:30])=[C:19]([O:36][CH3:37])[CH:18]=2)=[N:9]1)[C:2]1[CH:7]=[CH:6][CH:5]=[CH:4][CH:3]=1.C(OP([CH2:46][C:47]([O:49][CH2:50][CH3:51])=[O:48])(OCC)=O)C.CN(C)C=O.[H-].[Na+], predict the reaction product. The product is: [CH2:1]([N:8]1[CH:12]=[C:11](/[CH:13]=[CH:46]/[C:47]([O:49][CH2:50][CH3:51])=[O:48])[C:10]([O:15][CH2:16][C:17]2[CH:22]=[CH:21][C:20]([O:23][CH2:24][C:25]3[N:26]=[C:27]([C:31]4[O:32][CH:33]=[CH:34][CH:35]=4)[O:28][C:29]=3[CH3:30])=[C:19]([O:36][CH3:37])[CH:18]=2)=[N:9]1)[C:2]1[CH:3]=[CH:4][CH:5]=[CH:6][CH:7]=1. (8) Given the reactants [F:1][C:2]([F:7])([F:6])[C:3]([OH:5])=[O:4].[CH:8]12[CH2:17][CH:12]3[CH2:13][CH:14]([CH2:16][CH:10]([CH2:11]3)[CH:9]1[NH:18][C:19]([CH:21]1[CH2:25][CH2:24][CH2:23][NH:22]1)=[O:20])[CH2:15]2.Br[CH2:27][C:28]1[CH:36]=[CH:35][C:31]([C:32]([OH:34])=[O:33])=[CH:30][CH:29]=1.CS(C)=O, predict the reaction product. The product is: [C:3]([OH:5])([C:2]([F:7])([F:6])[F:1])=[O:4].[CH:10]12[CH2:11][CH:12]3[CH2:13][CH:14]([CH2:15][CH:8]([CH2:17]3)[CH:9]1[NH:18][C:19]([CH:21]1[CH2:25][CH2:24][CH2:23][N:22]1[CH2:27][C:28]1[CH:36]=[CH:35][C:31]([C:32]([OH:34])=[O:33])=[CH:30][CH:29]=1)=[O:20])[CH2:16]2. (9) Given the reactants [CH3:1][O:2][C:3]1[N:4]=[CH:5][C:6]([CH:9]=O)=[N:7][CH:8]=1.[CH3:11][O:12][C:13]1[CH:14]=[C:15]([NH2:19])[CH:16]=[N:17][CH:18]=1, predict the reaction product. The product is: [CH3:11][O:12][C:13]1[CH:14]=[C:15]([N:19]=[CH:9][C:6]2[CH:5]=[N:4][C:3]([O:2][CH3:1])=[CH:8][N:7]=2)[CH:16]=[N:17][CH:18]=1.